From a dataset of Catalyst prediction with 721,799 reactions and 888 catalyst types from USPTO. Predict which catalyst facilitates the given reaction. (1) Reactant: [Cl:1][CH2:2][CH2:3][N:4]=[C:5]=[O:6].[CH2:7]([NH2:11])[CH2:8][C:9]#[CH:10]. Product: [CH2:7]([NH:11][C:5]([NH:4][CH2:3][CH2:2][Cl:1])=[O:6])[CH2:8][C:9]#[CH:10]. The catalyst class is: 27. (2) Reactant: [C:1]([C:4]1[CH:5]=[C:6]2[C:10](=[CH:11][CH:12]=1)[O:9][CH2:8][CH2:7]2)(=O)[CH3:2].O=[C:14]([C:20]([O:22]CC)=O)[C:15]([O:17]CC)=[O:16].O.[NH2:26][NH2:27].[OH-].[Na+].Cl. Product: [C:15]([C:14]1[C:20](=[O:22])[NH:26][N:27]=[C:1]([C:4]2[CH:12]=[CH:11][C:10]3[O:9][CH2:8][CH2:7][C:6]=3[CH:5]=2)[CH:2]=1)([OH:17])=[O:16]. The catalyst class is: 32. (3) Reactant: [C:1]([C:4]1[CH:5]([C:20]2[CH:25]=[CH:24][C:23]([Cl:26])=[CH:22][CH:21]=2)[N:6]([C:11]2[CH:12]=[C:13]([Cl:19])[C:14](=[O:18])[N:15]([CH3:17])[CH:16]=2)[C:7](=[O:10])[C:8]=1O)(=O)[CH3:2].[NH:27]([C:29]1[C:30]([O:35][CH3:36])=[N:31][CH:32]=[CH:33][CH:34]=1)[NH2:28].S(=O)(=O)(O)N.CC(O)=O. Product: [Cl:19][C:13]1[C:14](=[O:18])[N:15]([CH3:17])[CH:16]=[C:11]([N:6]2[CH:5]([C:20]3[CH:21]=[CH:22][C:23]([Cl:26])=[CH:24][CH:25]=3)[C:4]3[C:1]([CH3:2])=[N:28][N:27]([C:29]4[C:30]([O:35][CH3:36])=[N:31][CH:32]=[CH:33][CH:34]=4)[C:8]=3[C:7]2=[O:10])[CH:12]=1. The catalyst class is: 14. (4) Reactant: [Cl:1][C:2]1[N:7]=[C:6](S(C)=O)[N:5]=[C:4]2[N:11]([C:16]3[C:21]([F:22])=[CH:20][CH:19]=[CH:18][C:17]=3[F:23])[C:12](=[O:15])[NH:13][CH2:14][C:3]=12.[N:24]1([CH:30]2[CH2:35][CH2:34][NH:33][CH2:32][CH2:31]2)[CH2:29][CH2:28][CH2:27][CH2:26][CH2:25]1.C(N(CC)C(C)C)(C)C. Product: [N:24]1([CH:30]2[CH2:35][CH2:34][N:33]([C:6]3[N:5]=[C:4]4[N:11]([C:16]5[C:21]([F:22])=[CH:20][CH:19]=[CH:18][C:17]=5[F:23])[C:12](=[O:15])[NH:13][CH2:14][C:3]4=[C:2]([Cl:1])[N:7]=3)[CH2:32][CH2:31]2)[CH2:29][CH2:28][CH2:27][CH2:26][CH2:25]1. The catalyst class is: 2. (5) Reactant: [Br:1][C:2]1[CH:3]=[C:4]([C:14]([O:16][CH3:17])=[O:15])[C:5]2[CH:6]=[CH:7][N:8]([CH:11]([CH3:13])[CH3:12])[C:9]=2[CH:10]=1.[Cl:18]N1C(=O)CCC1=O. Product: [Br:1][C:2]1[CH:3]=[C:4]([C:14]([O:16][CH3:17])=[O:15])[C:5]2[C:6]([Cl:18])=[CH:7][N:8]([CH:11]([CH3:13])[CH3:12])[C:9]=2[CH:10]=1. The catalyst class is: 1. (6) Reactant: C(OC([N:8]1[CH2:11][CH:10]([CH2:12][C:13]2[CH:18]=[CH:17][C:16]([Cl:19])=[CH:15][CH:14]=2)[CH2:9]1)=O)(C)(C)C.[F:20][C:21]([F:26])([F:25])[C:22]([OH:24])=[O:23]. Product: [F:20][C:21]([F:26])([F:25])[C:22]([O-:24])=[O:23].[Cl:19][C:16]1[CH:15]=[CH:14][C:13]([CH2:12][CH:10]2[CH2:9][NH2+:8][CH2:11]2)=[CH:18][CH:17]=1. The catalyst class is: 4. (7) Reactant: [NH2:1][C:2]1[C:10]([OH:11])=[CH:9][CH:8]=[CH:7][C:3]=1[C:4]([OH:6])=[O:5].C1N=CN([C:17](N2C=NC=C2)=[O:18])C=1. Product: [O:18]=[C:17]1[NH:1][C:2]2=[C:3]([C:4]([OH:6])=[O:5])[CH:7]=[CH:8][CH:9]=[C:10]2[O:11]1. The catalyst class is: 1.